From a dataset of Forward reaction prediction with 1.9M reactions from USPTO patents (1976-2016). Predict the product of the given reaction. (1) Given the reactants [CH3:1][N:2]([CH3:20])[C:3]1[CH:8]=[CH:7][C:6]([C:9]2[C:17]3[C:12](=[CH:13][CH:14]=[C:15]([C:18]#[N:19])[CH:16]=3)[NH:11][N:10]=2)=[CH:5][CH:4]=1.[OH-:21].[Na+], predict the reaction product. The product is: [CH3:1][N:2]([CH3:20])[C:3]1[CH:4]=[CH:5][C:6]([C:9]2[C:17]3[C:12](=[CH:13][CH:14]=[C:15]([C:18]([NH2:19])=[O:21])[CH:16]=3)[NH:11][N:10]=2)=[CH:7][CH:8]=1. (2) Given the reactants [F:1][C:2]1[CH:3]=[CH:4][C:5]([O:26][C:27]2[CH:35]=[CH:34][C:30]([C:31]([OH:33])=O)=[CH:29][CH:28]=2)=[C:6]2[C:10]=1[C@H:9]([O:11][C:12]1[CH:25]=[CH:24][C:15]3[C@H:16]([CH2:19][C:20]([O:22][CH3:23])=[O:21])[CH2:17][O:18][C:14]=3[CH:13]=1)[CH2:8][CH2:7]2.[NH:36]1[CH2:41][CH2:40][O:39][CH2:38][CH2:37]1, predict the reaction product. The product is: [CH3:23][O:22][C:20](=[O:21])[CH2:19][C@H:16]1[C:15]2[CH:24]=[CH:25][C:12]([O:11][C@H:9]3[C:10]4[C:6](=[C:5]([O:26][C:27]5[CH:28]=[CH:29][C:30]([C:31]([N:36]6[CH2:41][CH2:40][O:39][CH2:38][CH2:37]6)=[O:33])=[CH:34][CH:35]=5)[CH:4]=[CH:3][C:2]=4[F:1])[CH2:7][CH2:8]3)=[CH:13][C:14]=2[O:18][CH2:17]1. (3) Given the reactants [N:1]([CH:4]([C:6]1[CH:19]=[CH:18][C:9]2[CH:10]=[C:11]([C:13]([O:15][CH2:16][CH3:17])=[O:14])[S:12][C:8]=2[CH:7]=1)[CH3:5])=[N+]=[N-], predict the reaction product. The product is: [NH2:1][CH:4]([C:6]1[CH:19]=[CH:18][C:9]2[CH:10]=[C:11]([C:13]([O:15][CH2:16][CH3:17])=[O:14])[S:12][C:8]=2[CH:7]=1)[CH3:5]. (4) Given the reactants [F:1][C:2]([F:21])([F:20])[C:3]1[CH:8]=[CH:7][C:6]([NH:9][C:10]2[C:11]3[CH2:19][NH:18][CH2:17][CH2:16][C:12]=3[N:13]=[CH:14][N:15]=2)=[CH:5][CH:4]=1.Cl[C:23]1[C:28](Cl)=[CH:27][CH:26]=[CH:25]N=1.[CH:30](N(CC)C(C)C)(C)[CH3:31], predict the reaction product. The product is: [CH2:23]([N:18]1[CH2:17][CH2:16][C:12]2[N:13]=[CH:14][N:15]=[C:10]([NH:9][C:6]3[CH:7]=[CH:8][C:3]([C:2]([F:1])([F:20])[F:21])=[CH:4][CH:5]=3)[C:11]=2[CH2:19]1)[C:28]1[CH:31]=[CH:30][CH:25]=[CH:26][CH:27]=1. (5) Given the reactants [F:1][C:2]1[CH:3]=[CH:4][C:5]([C:8]2[C:12](/[CH:13]=[CH:14]/[C:15]3[S:16][C:17]([C:21]([OH:23])=O)=[C:18]([CH3:20])[N:19]=3)=[CH:11][O:10][N:9]=2)=[N:6][CH:7]=1.F[B-](F)(F)F.N1(OC(N(C)C)=[N+](C)C)C2C=CC=CC=2N=N1.C(N(CC)C(C)C)(C)C.[NH2:55][CH:56]1[CH2:61][CH2:60][O:59][CH2:58][CH2:57]1, predict the reaction product. The product is: [O:59]1[CH2:60][CH2:61][CH:56]([NH:55][C:21]([C:17]2[S:16][C:15](/[CH:14]=[CH:13]/[C:12]3[C:8]([C:5]4[CH:4]=[CH:3][C:2]([F:1])=[CH:7][N:6]=4)=[N:9][O:10][CH:11]=3)=[N:19][C:18]=2[CH3:20])=[O:23])[CH2:57][CH2:58]1.